Predict the product of the given reaction. From a dataset of Forward reaction prediction with 1.9M reactions from USPTO patents (1976-2016). (1) Given the reactants F[C:2]1[CH:7]=[CH:6][C:5]([NH:8][S:9]([C:12]2[CH:17]=[CH:16][C:15]([NH:18][C:19](=[O:21])[CH3:20])=[CH:14][CH:13]=2)(=[O:11])=[O:10])=[CH:4][C:3]=1[N+:22]([O-:24])=[O:23].[NH2:25][CH2:26][CH2:27][OH:28].N1C=CC=CC=1.Cl, predict the reaction product. The product is: [OH:28][CH2:27][CH2:26][NH:25][C:2]1[CH:7]=[CH:6][C:5]([NH:8][S:9]([C:12]2[CH:17]=[CH:16][C:15]([NH:18][C:19](=[O:21])[CH3:20])=[CH:14][CH:13]=2)(=[O:11])=[O:10])=[CH:4][C:3]=1[N+:22]([O-:24])=[O:23]. (2) Given the reactants [Cl:1][C:2]1[CH:3]=[C:4]([CH:32]=[CH:33][CH:34]=1)[C:5]([NH:7][C:8]1[CH:13]=[CH:12][C:11]([NH:14][C:15]2[C:24]3[C:19](=[CH:20][C:21]([O:27][CH2:28][CH2:29][CH2:30]Cl)=[C:22]([O:25][CH3:26])[CH:23]=3)[N:18]=[CH:17][N:16]=2)=[CH:10][N:9]=1)=[O:6].[NH:35]1[CH2:39][CH2:38][CH2:37][C@@H:36]1[CH2:40][OH:41], predict the reaction product. The product is: [NH3:7].[Cl:1][C:2]1[CH:3]=[C:4]([CH:32]=[CH:33][CH:34]=1)[C:5]([NH:7][C:8]1[CH:13]=[CH:12][C:11]([NH:14][C:15]2[C:24]3[C:19](=[CH:20][C:21]([O:27][CH2:28][CH2:29][CH2:30][N:35]4[CH2:39][CH2:38][CH2:37][C@@H:36]4[CH2:40][OH:41])=[C:22]([O:25][CH3:26])[CH:23]=3)[N:18]=[CH:17][N:16]=2)=[CH:10][N:9]=1)=[O:6]. (3) Given the reactants [NH:1]1[CH2:5][CH2:4][CH2:3][CH2:2]1.[CH3:6][N:7]1[CH:11]=[C:10]([C:12]2[CH:13]=[C:14]([C:18]3([CH:33]=O)[CH2:23][CH2:22][N:21]([C:24]4[N:32]=[CH:31][N:30]=[C:29]5[C:25]=4[N:26]=[CH:27][NH:28]5)[CH2:20][CH2:19]3)[CH:15]=[CH:16][CH:17]=2)[CH:9]=[N:8]1.[BH4-].[Na+].C(O)(=O)C, predict the reaction product. The product is: [CH3:6][N:7]1[CH:11]=[C:10]([C:12]2[CH:13]=[C:14]([C:18]3([CH2:33][N:1]4[CH2:5][CH2:4][CH2:3][CH2:2]4)[CH2:23][CH2:22][N:21]([C:24]4[N:32]=[CH:31][N:30]=[C:29]5[C:25]=4[N:26]=[CH:27][NH:28]5)[CH2:20][CH2:19]3)[CH:15]=[CH:16][CH:17]=2)[CH:9]=[N:8]1. (4) Given the reactants C(Cl)(=O)C(Cl)=O.CS(C)=O.[Cl:11][C:12]1[C:19]([CH3:20])=[C:18]([NH:21][C@@H:22]2[CH2:27][CH2:26][O:25][CH2:24][C@H:23]2[OH:28])[CH:17]=[CH:16][C:13]=1[C:14]#[N:15].C(N(CC)CC)C, predict the reaction product. The product is: [Cl:11][C:12]1[C:19]([CH3:20])=[C:18]([NH:21][CH:22]2[CH2:27][CH2:26][O:25][CH2:24][C:23]2=[O:28])[CH:17]=[CH:16][C:13]=1[C:14]#[N:15]. (5) Given the reactants [OH:1][C:2]1[CH:24]=[CH:23][C:22](I)=[CH:21][C:3]=1[C:4]([NH:6][C:7]1[CH:12]=[C:11]([C:13]([F:16])([F:15])[F:14])[CH:10]=[C:9]([C:17]([F:20])([F:19])[F:18])[CH:8]=1)=[O:5].[CH2:26]=[CH:27][C:28]1[CH:33]=[CH:32][CH:31]=[CH:30][CH:29]=1.C1(C)C=CC=CC=1P(C1C=CC=CC=1C)C1C=CC=CC=1C.C(NC(C)C)(C)C, predict the reaction product. The product is: [OH:1][C:2]1[CH:24]=[CH:23][C:22]([CH:26]=[CH:27][C:28]2[CH:33]=[CH:32][CH:31]=[CH:30][CH:29]=2)=[CH:21][C:3]=1[C:4]([NH:6][C:7]1[CH:12]=[C:11]([C:13]([F:16])([F:15])[F:14])[CH:10]=[C:9]([C:17]([F:20])([F:19])[F:18])[CH:8]=1)=[O:5]. (6) Given the reactants Br[C:2]1[CH:11]=[C:10]2[C:5]([N:6]=[CH:7][C:8]([N:12]3[CH2:17][CH2:16][O:15][CH2:14][CH2:13]3)=[N:9]2)=[CH:4][CH:3]=1.[B:18]1([B:18]2[O:22][C:21]([CH3:24])([CH3:23])[C:20]([CH3:26])([CH3:25])[O:19]2)[O:22][C:21]([CH3:24])([CH3:23])[C:20]([CH3:26])([CH3:25])[O:19]1.C([O-])(=O)C.[K+], predict the reaction product. The product is: [N:12]1([C:8]2[CH:7]=[N:6][C:5]3[C:10](=[CH:11][C:2]([B:18]4[O:22][C:21]([CH3:24])([CH3:23])[C:20]([CH3:26])([CH3:25])[O:19]4)=[CH:3][CH:4]=3)[N:9]=2)[CH2:17][CH2:16][O:15][CH2:14][CH2:13]1. (7) Given the reactants [O:1]1[CH:5]=[CH:4][CH:3]=[C:2]1[C:6]1[C:7]2[CH:24]=[CH:23][CH:22]=[N:21][C:8]=2[N:9]=[C:10]([NH:19][CH3:20])[CH:11]([C:13]2[S:14][CH:15]=[C:16](I)[CH:17]=2)[N:12]=1.[CH3:25][C:26]([OH:30])([C:28]#[CH:29])[CH3:27], predict the reaction product. The product is: [O:1]1[CH:5]=[CH:4][CH:3]=[C:2]1[C:6]1[C:7]2[CH:24]=[CH:23][CH:22]=[N:21][C:8]=2[N:9]=[C:10]([NH:19][CH3:20])[CH:11]([C:13]2[S:14][CH:15]=[C:16]([C:29]#[C:28][C:26]([CH3:27])([OH:30])[CH3:25])[CH:17]=2)[N:12]=1. (8) Given the reactants CN(C)[CH:3]=[C:4]1[C:9](=O)[C:8]([CH3:17])([C:11]2[CH:16]=[CH:15][CH:14]=[CH:13][CH:12]=2)[CH2:7][CH2:6][CH2:5]1.[N+]([O-])(O)=O.[N+]([O-])(O)=O.[F:27][C:28]1[CH:29]=[C:30]([NH:40][C:41]([NH2:43])=[NH:42])[CH:31]=[CH:32][C:33]=1[N:34]1[CH:38]=[C:37]([CH3:39])[N:36]=[CH:35]1, predict the reaction product. The product is: [F:27][C:28]1[CH:29]=[C:30]([NH:40][C:41]2[N:43]=[CH:3][C:4]3[CH2:5][CH2:6][CH2:7][C:8]([CH3:17])([C:11]4[CH:12]=[CH:13][CH:14]=[CH:15][CH:16]=4)[C:9]=3[N:42]=2)[CH:31]=[CH:32][C:33]=1[N:34]1[CH:38]=[C:37]([CH3:39])[N:36]=[CH:35]1.